From a dataset of Forward reaction prediction with 1.9M reactions from USPTO patents (1976-2016). Predict the product of the given reaction. (1) Given the reactants [C:1]([OH:4])(=[O:3])C.[C:5](Cl)(=[O:9])[C:6](Cl)=O.[Br:11][C:12]1[C:18]([CH3:19])=[CH:17][CH:16]=[CH:15][C:13]=1[NH2:14].C(N([CH:26]([CH3:28])[CH3:27])CC)(C)C.[NH:29]1[CH2:34][CH2:33][NH:32][CH2:31][CH2:30]1.Cl[CH2:36]Cl, predict the reaction product. The product is: [Br:11][C:12]1[C:18]([CH3:19])=[CH:17][CH:16]=[CH:15][C:13]=1[NH:14][C:5](=[O:9])[CH2:6][CH:31]1[NH:32][CH2:33][CH2:34][N:29]([C:1]([O:4][C:26]([CH3:28])([CH3:36])[CH3:27])=[O:3])[CH2:30]1. (2) The product is: [CH2:28]([C@@H:16]1[CH2:17][NH:18][CH2:19][CH2:20][N:15]1[C:13]([C:10]1[CH:11]=[CH:12][N:8]([C:3]2[CH:4]=[CH:5][CH:6]=[CH:7][C:2]=2[NH:1][CH2:41][C@H:42]([OH:44])[CH3:43])[C:9]=1[C:35]1[CH:40]=[CH:39][CH:38]=[CH:37][CH:36]=1)=[O:14])[C:29]1[CH:34]=[CH:33][CH:32]=[CH:31][CH:30]=1. Given the reactants [NH2:1][C:2]1[CH:7]=[CH:6][CH:5]=[CH:4][C:3]=1[N:8]1[CH:12]=[CH:11][C:10]([C:13]([N:15]2[CH2:20][CH2:19][N:18](C(OC(C)(C)C)=O)[CH2:17][C@H:16]2[CH2:28][C:29]2[CH:34]=[CH:33][CH:32]=[CH:31][CH:30]=2)=[O:14])=[C:9]1[C:35]1[CH:40]=[CH:39][CH:38]=[CH:37][CH:36]=1.[CH2:41]1[O:44][C@@H:42]1[CH3:43].[Br-].[Br-].[Br-].[In+3].O, predict the reaction product. (3) Given the reactants [NH:1]1[C:9]2[C:4](=[CH:5][CH:6]=[CH:7][CH:8]=2)[CH2:3][C:2]1=[O:10].C[Si]([N-][Si](C)(C)C)(C)C.[Li+].[Cl:21][C:22]1[N:27]=[CH:26][C:25]2[C:28](=O)[O:29][CH:30]([CH2:31][CH3:32])[C:24]=2[CH:23]=1.Cl, predict the reaction product. The product is: [Cl:21][C:22]1[N:27]=[CH:26][C:25]2[C:28](=[C:3]3[C:4]4[C:9](=[CH:8][CH:7]=[CH:6][CH:5]=4)[NH:1][C:2]3=[O:10])[O:29][CH:30]([CH2:31][CH3:32])[C:24]=2[CH:23]=1. (4) Given the reactants [C:1]([N:4]1[C:13]2[C:8](=[CH:9][C:10]([C:14]3[CH:19]=[CH:18][C:17]([CH2:20][N:21]4[CH2:26][CH2:25][CH2:24][CH2:23][CH2:22]4)=[CH:16][CH:15]=3)=[CH:11][CH:12]=2)[CH:7]([NH:27]C=O)[CH2:6][CH:5]1[CH2:30][CH3:31])(=[O:3])[CH3:2].Cl, predict the reaction product. The product is: [C:1]([N:4]1[C:13]2[C:8](=[CH:9][C:10]([C:14]3[CH:19]=[CH:18][C:17]([CH2:20][N:21]4[CH2:26][CH2:25][CH2:24][CH2:23][CH2:22]4)=[CH:16][CH:15]=3)=[CH:11][CH:12]=2)[C@H:7]([NH2:27])[CH2:6][C@@H:5]1[CH2:30][CH3:31])(=[O:3])[CH3:2]. (5) Given the reactants [CH3:1][C:2]1[CH:7]=[CH:6][C:5]([S:8]([O:11][CH2:12][C@@H:13]2[O:18][C:17]3[C:19]([NH2:24])=[C:20]([NH2:23])[CH:21]=[CH:22][C:16]=3[O:15][CH2:14]2)(=[O:10])=[O:9])=[CH:4][CH:3]=1.[CH:25]1(O)OC2OC(O)C(O)OC2O[CH:26]1O, predict the reaction product. The product is: [CH3:1][C:2]1[CH:7]=[CH:6][C:5]([S:8]([O:11][CH2:12][CH:13]2[O:18][C:17]3=[C:19]4[C:20](=[CH:21][CH:22]=[C:16]3[O:15][CH2:14]2)[N:23]=[CH:26][CH:25]=[N:24]4)(=[O:10])=[O:9])=[CH:4][CH:3]=1. (6) Given the reactants Cl[C:2]1[CH:17]=[C:16]([CH:18]([CH3:20])[CH3:19])[C:5]([C:6]([NH:8][CH2:9][CH:10]2[CH2:15][CH2:14][O:13][CH2:12][CH2:11]2)=[O:7])=[CH:4][N:3]=1.[Br:21][C:22]1[CH:28]=[CH:27][C:25]([NH2:26])=[CH:24][C:23]=1[F:29], predict the reaction product. The product is: [Br:21][C:22]1[CH:28]=[CH:27][C:25]([NH:26][C:2]2[CH:17]=[C:16]([CH:18]([CH3:20])[CH3:19])[C:5]([C:6]([NH:8][CH2:9][CH:10]3[CH2:15][CH2:14][O:13][CH2:12][CH2:11]3)=[O:7])=[CH:4][N:3]=2)=[CH:24][C:23]=1[F:29]. (7) Given the reactants [CH3:1][O:2][C:3]1[CH:4]=[C:5]([C:13]2[O:21][C:20]3[C:15](=[N:16][CH:17]=[CH:18][C:19]=3[C:22]3[CH:23]=[C:24]([OH:28])[CH:25]=[CH:26][CH:27]=3)[CH:14]=2)[CH:6]=[C:7]([O:11][CH3:12])[C:8]=1[O:9][CH3:10].C([O-])([O-])=O.[K+].[K+].[C:35]([NH:42][CH2:43][CH2:44]Br)([O:37][C:38]([CH3:41])([CH3:40])[CH3:39])=[O:36].O, predict the reaction product. The product is: [C:38]([O:37][C:35](=[O:36])[NH:42][CH2:43][CH2:44][O:28][C:24]1[CH:25]=[CH:26][CH:27]=[C:22]([C:19]2[CH:18]=[CH:17][N:16]=[C:15]3[CH:14]=[C:13]([C:5]4[CH:4]=[C:3]([O:2][CH3:1])[C:8]([O:9][CH3:10])=[C:7]([O:11][CH3:12])[CH:6]=4)[O:21][C:20]=23)[CH:23]=1)([CH3:41])([CH3:40])[CH3:39]. (8) Given the reactants [CH3:1][O:2][C:3]1[CH:4]=[C:5]2[C:10](=[CH:11][C:12]=1[O:13][CH3:14])[N:9]=[CH:8][CH:7]=[C:6]2[O:15][C:16]1[CH:22]=[CH:21][C:19]([NH2:20])=[CH:18][CH:17]=1.ClC(Cl)(O[C:27](=[O:33])[O:28][C:29](Cl)(Cl)Cl)Cl.[CH3:35][O:36][C:37]1[CH:42]=[CH:41][CH:40]=[C:39]([O:43][CH3:44])C=1O.C(=O)(O)[O-].[Na+], predict the reaction product. The product is: [CH3:1][O:2][C:3]1[CH:4]=[C:5]2[C:10](=[CH:11][C:12]=1[O:13][CH3:14])[N:9]=[CH:8][CH:7]=[C:6]2[O:15][C:16]1[CH:22]=[CH:21][C:19]([NH:20][C:27](=[O:33])[O:28][C:29]2[C:37]([O:36][CH3:35])=[CH:42][CH:41]=[CH:40][C:39]=2[O:43][CH3:44])=[CH:18][CH:17]=1.